This data is from Full USPTO retrosynthesis dataset with 1.9M reactions from patents (1976-2016). The task is: Predict the reactants needed to synthesize the given product. (1) Given the product [CH2:37]([O:36][C:34]([N:30]1[CH2:29][CH2:28][CH:27]([NH:26][C:11]2[CH:2]=[CH:13][C:14]([C:15](=[O:16])[C:17]3[CH:22]=[C:21]([F:23])[CH:20]=[CH:19][C:18]=3[O:24][CH3:25])=[C:9]([NH2:8])[N:10]=2)[CH2:32][CH2:31]1)=[O:35])[CH2:38][CH3:39], predict the reactants needed to synthesize it. The reactants are: F[C:2](F)(F)C(O)=O.[NH2:8][C:9]1[C:14]([C:15]([C:17]2[CH:22]=[C:21]([F:23])[CH:20]=[CH:19][C:18]=2[O:24][CH3:25])=[O:16])=[CH:13]N=[C:11]([NH:26][CH:27]2[CH2:32][CH2:31][NH:30][CH2:29][CH2:28]2)[N:10]=1.Cl[C:34]([O:36][CH2:37][CH2:38][CH3:39])=[O:35]. (2) Given the product [CH3:6][C:7]([O:10][C:11]([N:13]([C:40]([O:42][C:43]([CH3:46])([CH3:45])[CH3:44])=[O:41])[C:14]1[C:19]2[C:20]([C:23]3[CH:24]=[C:25]4[C:29](=[CH:30][CH:31]=3)[N:28]([C:32]([O:34][C:35]([CH3:38])([CH3:37])[CH3:36])=[O:33])[CH2:27][CH2:26]4)=[CH:21][O:22][C:18]=2[C:17]([Cl:47])=[CH:16][N:15]=1)=[O:12])([CH3:9])[CH3:8], predict the reactants needed to synthesize it. The reactants are: [Li]C(C)(C)C.[CH3:6][C:7]([O:10][C:11]([N:13]([C:40]([O:42][C:43]([CH3:46])([CH3:45])[CH3:44])=[O:41])[C:14]1[C:19]2[C:20]([C:23]3[CH:24]=[C:25]4[C:29](=[CH:30][CH:31]=3)[N:28]([C:32]([O:34][C:35]([CH3:38])([CH3:37])[CH3:36])=[O:33])[CH2:27][CH2:26]4)=[CH:21][O:22][C:18]=2[C:17](I)=[CH:16][N:15]=1)=[O:12])([CH3:9])[CH3:8].[Cl:47]C(Cl)(Cl)C(Cl)(Cl)Cl. (3) Given the product [C:14]([C:13]1[CH:16]=[CH:17][C:10]([C:2]([NH:1][C:29](=[O:30])[CH2:28][CH2:27][C:23]2[CH:24]=[CH:25][CH:26]=[C:21]([O:20][CH3:19])[CH:22]=2)([C:4]2[N:5]([CH3:9])[CH:6]=[N:7][CH:8]=2)[CH3:3])=[CH:11][C:12]=1[F:18])#[N:15], predict the reactants needed to synthesize it. The reactants are: [NH2:1][C:2]([C:10]1[CH:17]=[CH:16][C:13]([C:14]#[N:15])=[C:12]([F:18])[CH:11]=1)([C:4]1[N:5]([CH3:9])[CH:6]=[N:7][CH:8]=1)[CH3:3].[CH3:19][O:20][C:21]1[CH:22]=[C:23]([CH2:27][CH2:28][C:29](O)=[O:30])[CH:24]=[CH:25][CH:26]=1.C(Cl)CCl.C1C=NC2N(O)N=NC=2C=1.C(N(CC)CC)C. (4) Given the product [CH:1]([N:4]1[CH2:16][CH:7]2[CH:8]([C:12]([O:14][CH3:15])=[O:13])[NH:9][CH2:10][CH2:11][N:6]2[C:5]1=[O:17])([CH3:3])[CH3:2], predict the reactants needed to synthesize it. The reactants are: [CH:1]1([N:4]2[CH2:16][C@@H:7]3[C@H:8]([C:12]([O:14][CH3:15])=[O:13])[NH:9][CH2:10][CH2:11][N:6]3[C:5]2=[O:17])[CH2:3][CH2:2]1.C(N)(C)C. (5) Given the product [F:24][C:13]1[CH:14]=[C:15]([C:17]([O:19][C:20]([CH3:23])([CH3:22])[CH3:21])=[O:18])[C:16]2/[C:7](=[CH:6]/[CH2:5][OH:4])/[CH:8]([C:39]3[N:43]([CH3:44])[N:42]=[CH:41][N:40]=3)[CH:9]([C:32]3[CH:33]=[CH:34][C:35]([F:38])=[CH:36][CH:37]=3)[N:10]([C:25]([O:27][C:28]([CH3:31])([CH3:30])[CH3:29])=[O:26])[C:11]=2[CH:12]=1, predict the reactants needed to synthesize it. The reactants are: C([O:4][CH2:5]/[CH:6]=[C:7]1\[CH:8]([C:39]2[N:43]([CH3:44])[N:42]=[CH:41][N:40]=2)[CH:9]([C:32]2[CH:37]=[CH:36][C:35]([F:38])=[CH:34][CH:33]=2)[N:10]([C:25]([O:27][C:28]([CH3:31])([CH3:30])[CH3:29])=[O:26])[C:11]2[CH:12]=[C:13]([F:24])[CH:14]=[C:15]([C:17]([O:19][C:20]([CH3:23])([CH3:22])[CH3:21])=[O:18])[C:16]\1=2)(=O)C.[OH-].[Na+]. (6) Given the product [C:2]([C:9]1[CH:10]=[C:11]2[CH:17]=[CH:16][O:15][C:12]2=[CH:13][N:14]=1)(=[O:1])[CH3:3], predict the reactants needed to synthesize it. The reactants are: [O:1]=[C:2]([C:9]1[CH:10]=[C:11]2[CH:17]=[CH:16][O:15][C:12]2=[CH:13][N:14]=1)[CH2:3]C(OCC)=O.[OH-].[Na+]. (7) The reactants are: [Br:1][C:2]1[C:3]([OH:9])=[CH:4][C:5]([Cl:8])=[N:6][CH:7]=1.Cl[C:11]([F:16])([F:15])C([O-])=O.[Na+].C([O-])([O-])=O.[Cs+].[Cs+]. Given the product [Br:1][C:2]1[C:3]([O:9][CH:11]([F:16])[F:15])=[CH:4][C:5]([Cl:8])=[N:6][CH:7]=1, predict the reactants needed to synthesize it.